The task is: Predict the reactants needed to synthesize the given product.. This data is from Full USPTO retrosynthesis dataset with 1.9M reactions from patents (1976-2016). (1) The reactants are: [CH3:1][O:2][CH2:3][CH2:4][O:5][C:6]1[CH:11]=[CH:10][CH:9]=[C:8]([N+:12]([O-])=O)[CH:7]=1. Given the product [CH3:1][O:2][CH2:3][CH2:4][O:5][C:6]1[CH:7]=[C:8]([NH2:12])[CH:9]=[CH:10][CH:11]=1, predict the reactants needed to synthesize it. (2) Given the product [CH3:1][C:2]1([CH3:22])[CH2:11][C:10]2[C:5](=[CH:6][CH:7]=[CH:8][C:9]=2[O:12][C:13]2[N:14]=[CH:15][C:16]([NH2:19])=[CH:17][CH:18]=2)[CH2:4][O:3]1, predict the reactants needed to synthesize it. The reactants are: [CH3:1][C:2]1([CH3:22])[CH2:11][C:10]2[C:5](=[CH:6][CH:7]=[CH:8][C:9]=2[O:12][C:13]2[CH:18]=[CH:17][C:16]([N+:19]([O-])=O)=[CH:15][N:14]=2)[CH2:4][O:3]1.O.[Cl-].[NH4+]. (3) Given the product [ClH:1].[C:21]([C:16]1[CH:17]=[CH:18][CH:19]=[CH:20][C:15]=1[O:14][CH:11]1[CH2:12][CH2:13][NH:8][CH2:9][CH2:10]1)#[N:22], predict the reactants needed to synthesize it. The reactants are: [Cl:1]C1C=C(Cl)C=CC=1CNC([N:8]1[CH2:13][CH2:12][CH:11]([O:14][C:15]2[CH:20]=[CH:19][CH:18]=[CH:17][C:16]=2[C:21]#[N:22])[CH2:10][CH2:9]1)=O.Cl. (4) Given the product [C:6]([C:7]1[CH:8]=[C:9]([CH:14]=[CH:15][N:16]=1)[C:10]([O:12][CH3:13])=[O:11])#[CH:5], predict the reactants needed to synthesize it. The reactants are: C[Si]([C:5]#[C:6][C:7]1[CH:8]=[C:9]([CH:14]=[CH:15][N:16]=1)[C:10]([O:12][CH3:13])=[O:11])(C)C.CCCC[N+](CCCC)(CCCC)CCCC.[F-]. (5) The reactants are: [C:1]([NH:4][C:5]1[CH:6]=[C:7]([C:11]2[CH:16]=[N:15][CH:14]=[C:13](Cl)[N:12]=2)[CH:8]=[CH:9][CH:10]=1)(=[O:3])[CH3:2].[CH:18]1[C:23]([NH2:24])=[CH:22][C:21]2[O:25][C:26]([F:32])([F:31])[C:27]([F:30])([F:29])[O:28][C:20]=2[CH:19]=1.C1C=CC(P(C2C(C3C(P(C4C=CC=CC=4)C4C=CC=CC=4)=CC=C4C=3C=CC=C4)=C3C(C=CC=C3)=CC=2)C2C=CC=CC=2)=CC=1.CC(C)([O-])C.[Na+]. Given the product [F:30][C:27]1([F:29])[O:28][C:20]2[CH:19]=[CH:18][C:23]([NH:24][C:13]3[N:12]=[C:11]([C:7]4[CH:6]=[C:5]([NH:4][C:1](=[O:3])[CH3:2])[CH:10]=[CH:9][CH:8]=4)[CH:16]=[N:15][CH:14]=3)=[CH:22][C:21]=2[O:25][C:26]1([F:31])[F:32], predict the reactants needed to synthesize it. (6) Given the product [C:31]([C:33]1[CH:34]=[C:35]([CH:38]=[CH:39][CH:40]=1)[CH:36]=[N:30][NH:29][C:16]1[CH:15]=[C:14]([N:8]2[CH2:13][CH2:12][O:11][CH2:10][CH2:9]2)[N:19]2[N:20]=[C:21]([C:23]3[CH:28]=[CH:27][CH:26]=[CH:25][CH:24]=3)[CH:22]=[C:18]2[N:17]=1)#[N:32], predict the reactants needed to synthesize it. The reactants are: FC(F)(F)C(O)=O.[N:8]1([C:14]2[N:19]3[N:20]=[C:21]([C:23]4[CH:28]=[CH:27][CH:26]=[CH:25][CH:24]=4)[CH:22]=[C:18]3[N:17]=[C:16]([NH:29][NH2:30])[CH:15]=2)[CH2:13][CH2:12][O:11][CH2:10][CH2:9]1.[C:31]([C:33]1[CH:34]=[C:35]([CH:38]=[CH:39][CH:40]=1)[CH:36]=O)#[N:32]. (7) Given the product [CH3:3][C:4]1[CH:14]=[C:13]([O:15][CH2:16]/[CH:17]=[C:18](/[C:34]2[CH:35]=[CH:36][C:37]([S:40]([CH3:41])=[O:1])=[CH:38][CH:39]=2)\[C:19]2[CH:24]=[CH:23][C:22]([C:25]#[C:26][CH2:27][N:28]3[CH2:33][CH2:32][O:31][CH2:30][CH2:29]3)=[CH:21][CH:20]=2)[CH:12]=[CH:11][C:5]=1[O:6][CH2:7][C:8]([OH:10])=[O:9], predict the reactants needed to synthesize it. The reactants are: [OH:1]O.[CH3:3][C:4]1[CH:14]=[C:13]([O:15][CH2:16]/[CH:17]=[C:18](/[C:34]2[CH:39]=[CH:38][C:37]([S:40][CH3:41])=[CH:36][CH:35]=2)\[C:19]2[CH:24]=[CH:23][C:22]([C:25]#[C:26][CH2:27][N:28]3[CH2:33][CH2:32][O:31][CH2:30][CH2:29]3)=[CH:21][CH:20]=2)[CH:12]=[CH:11][C:5]=1[O:6][CH2:7][C:8]([OH:10])=[O:9]. (8) Given the product [F:1][C:2]1[CH:3]=[CH:4][C:5]([CH2:6][N:7]2[C:12](=[O:13])[CH2:11][N:10]([C:14]([O:16][CH2:17][C:18]3[CH:23]=[CH:22][CH:21]=[CH:20][CH:19]=3)=[O:15])[CH2:9][CH:8]2[CH2:24][C:25]([OH:27])=[O:26])=[CH:30][CH:31]=1, predict the reactants needed to synthesize it. The reactants are: [F:1][C:2]1[CH:31]=[CH:30][C:5]([CH2:6][N:7]2[C:12](=[O:13])[CH2:11][N:10]([C:14]([O:16][CH2:17][C:18]3[CH:23]=[CH:22][CH:21]=[CH:20][CH:19]=3)=[O:15])[CH2:9][CH:8]2[CH2:24][C:25]([O:27]CC)=[O:26])=[CH:4][CH:3]=1.[OH-].[Na+].Cl. (9) Given the product [CH2:1]([O:3][C:4](=[O:16])[CH:5]([C:9]1[CH:14]=[CH:13][C:12]([B:17]2[O:21][C:20]([CH3:23])([CH3:22])[C:19]([CH3:25])([CH3:24])[O:18]2)=[CH:11][CH:10]=1)[CH:6]([CH3:8])[CH3:7])[CH3:2], predict the reactants needed to synthesize it. The reactants are: [CH2:1]([O:3][C:4](=[O:16])[CH:5]([C:9]1[CH:14]=[CH:13][C:12](Br)=[CH:11][CH:10]=1)[CH:6]([CH3:8])[CH3:7])[CH3:2].[B:17]1([B:17]2[O:21][C:20]([CH3:23])([CH3:22])[C:19]([CH3:25])([CH3:24])[O:18]2)[O:21][C:20]([CH3:23])([CH3:22])[C:19]([CH3:25])([CH3:24])[O:18]1. (10) The reactants are: [CH2:1]([NH:3][C:4]1[CH:11]=[CH:10][C:7]([C:8]#[N:9])=[CH:6][C:5]=1[N+:12]([O-])=O)[CH3:2]. Given the product [NH2:12][C:5]1[CH:6]=[C:7]([CH:10]=[CH:11][C:4]=1[NH:3][CH2:1][CH3:2])[C:8]#[N:9], predict the reactants needed to synthesize it.